From a dataset of Catalyst prediction with 721,799 reactions and 888 catalyst types from USPTO. Predict which catalyst facilitates the given reaction. Reactant: [C:1]([O:5][C:6]([N:8]1[CH2:15][CH2:14][N:13]([C:16]2[N:17]=[C:18]([C:26]3[C:27](=[O:42])[NH:28][C:29](=[O:41])[C:30]=3[C:31]3[C:39]4[C:34](=[C:35]([CH3:40])[CH:36]=[CH:37][CH:38]=4)[NH:33][CH:32]=3)[C:19]3[C:24]([CH:25]=2)=[CH:23][CH:22]=[CH:21][CH:20]=3)[CH2:12][C:9]21[CH2:11][CH2:10]2)=[O:7])([CH3:4])([CH3:3])[CH3:2].[CH2:43]=[O:44]. Product: [C:1]([O:5][C:6]([N:8]1[CH2:15][CH2:14][N:13]([C:16]2[N:17]=[C:18]([C:26]3[C:27](=[O:42])[N:28]([CH2:43][OH:44])[C:29](=[O:41])[C:30]=3[C:31]3[C:39]4[C:34](=[C:35]([CH3:40])[CH:36]=[CH:37][CH:38]=4)[NH:33][CH:32]=3)[C:19]3[C:24]([CH:25]=2)=[CH:23][CH:22]=[CH:21][CH:20]=3)[CH2:12][C:9]21[CH2:11][CH2:10]2)=[O:7])([CH3:4])([CH3:2])[CH3:3]. The catalyst class is: 5.